Task: Predict the product of the given reaction.. Dataset: Forward reaction prediction with 1.9M reactions from USPTO patents (1976-2016) (1) Given the reactants [O:1]1[CH2:6][CH2:5][O:4][C:3]2[CH:7]=[C:8]([NH:11][C:12]3[C:13]4[CH2:21][NH:20][CH2:19][CH2:18][C:14]=4[N:15]=[CH:16][N:17]=3)[CH:9]=[CH:10][C:2]1=2.[C:22]1([CH3:31])[CH:27]=[CH:26][CH:25]=[C:24](B(O)O)[CH:23]=1.C(N(CC)CC)C, predict the reaction product. The product is: [O:1]1[CH2:6][CH2:5][O:4][C:3]2[CH:7]=[C:8]([NH:11][C:12]3[C:13]4[CH2:21][N:20]([C:24]5[CH:23]=[C:22]([CH3:31])[CH:27]=[CH:26][CH:25]=5)[CH2:19][CH2:18][C:14]=4[N:15]=[CH:16][N:17]=3)[CH:9]=[CH:10][C:2]1=2. (2) Given the reactants [Br:1][C:2]1[C:3](F)=[C:4]2[C:10]([NH:11][C:12](=[O:16])[CH:13]([CH3:15])[CH3:14])=[CH:9][NH:8][C:5]2=[N:6][CH:7]=1.C(OC(=O)[NH:27][C@H:28]1[C@@H:33]([F:34])[CH2:32][CH2:31][NH:30][CH2:29]1)C1C=CC=CC=1.CCN(C(C)C)C(C)C.[Si](I)(C)(C)C.C(Cl)[Cl:51], predict the reaction product. The product is: [ClH:51].[NH2:27][C@H:28]1[C@@H:33]([F:34])[CH2:32][CH2:31][N:30]([C:3]2[C:2]([Br:1])=[CH:7][N:6]=[C:5]3[NH:8][CH:9]=[C:10]([NH:11][C:12](=[O:16])[CH:13]([CH3:15])[CH3:14])[C:4]=23)[CH2:29]1.